From a dataset of Reaction yield outcomes from USPTO patents with 853,638 reactions. Predict the reaction yield, written as a fraction of the theoretical maximum amount of product (1.0 means a 100% yield; for example, 0.34 means a 34% yield). The reactants are C([O:3][C:4]([C:6]1([C:9]2[CH:14]=[CH:13][C:12]([C:15]3[CH:20]=[CH:19][C:18]([C:21]4[S:22][C:23]([Cl:40])=[CH:24][C:25]=4[NH:26][C:27]([O:29][CH:30]([C:32]4[CH:37]=[C:36]([F:38])[CH:35]=[CH:34][C:33]=4[Cl:39])[CH3:31])=[O:28])=[CH:17][C:16]=3[O:41][CH3:42])=[CH:11][CH:10]=2)[CH2:8][CH2:7]1)=[O:5])C.[OH-].[Na+].Cl. The catalyst is C(O)(C)C. The product is [Cl:40][C:23]1[S:22][C:21]([C:18]2[CH:19]=[CH:20][C:15]([C:12]3[CH:13]=[CH:14][C:9]([C:6]4([C:4]([OH:5])=[O:3])[CH2:8][CH2:7]4)=[CH:10][CH:11]=3)=[C:16]([O:41][CH3:42])[CH:17]=2)=[C:25]([NH:26][C:27]([O:29][CH:30]([C:32]2[CH:37]=[C:36]([F:38])[CH:35]=[CH:34][C:33]=2[Cl:39])[CH3:31])=[O:28])[CH:24]=1. The yield is 0.200.